From a dataset of Full USPTO retrosynthesis dataset with 1.9M reactions from patents (1976-2016). Predict the reactants needed to synthesize the given product. (1) Given the product [CH2:1]([O:3][C:4]([C:6]1[C:15](=[O:16])[C:14]2[C:9](=[CH:10][C:11]([N:37]3[CH2:36][CH2:35][N:34]([C:27]([O:29][C:30]([CH3:33])([CH3:32])[CH3:31])=[O:28])[CH2:39][CH2:38]3)=[C:12]([F:17])[CH:13]=2)[N:8]([CH2:19][C:20]2[CH:25]=[CH:24][C:23]([Cl:26])=[CH:22][CH:21]=2)[CH:7]=1)=[O:5])[CH3:2], predict the reactants needed to synthesize it. The reactants are: [CH2:1]([O:3][C:4]([C:6]1[C:15](=[O:16])[C:14]2[C:9](=[CH:10][C:11](F)=[C:12]([F:17])[CH:13]=2)[N:8]([CH2:19][C:20]2[CH:25]=[CH:24][C:23]([Cl:26])=[CH:22][CH:21]=2)[CH:7]=1)=[O:5])[CH3:2].[C:27]([N:34]1[CH2:39][CH2:38][NH:37][CH2:36][CH2:35]1)([O:29][C:30]([CH3:33])([CH3:32])[CH3:31])=[O:28]. (2) Given the product [Cl:1][C:2]1[S:6][C:5]2[C:7]3([O:24][CH2:25][C:26]([F:27])([F:28])[C:4]=2[CH:3]=1)[CH2:8][CH2:9][N:10]([CH2:13][C:14]1[C:15]([C:19]([O:21][CH2:22][CH3:23])=[O:20])=[N:16][N:17]([C:36]2[C:41]([F:42])=[CH:40][CH:39]=[CH:38][N:37]=2)[CH:18]=1)[CH2:11][CH2:12]3, predict the reactants needed to synthesize it. The reactants are: [Cl:1][C:2]1[S:6][C:5]2[C:7]3([O:24][CH2:25][C:26]([F:28])([F:27])[C:4]=2[CH:3]=1)[CH2:12][CH2:11][N:10]([CH2:13][C:14]1[C:15]([C:19]([O:21][CH2:22][CH3:23])=[O:20])=[N:16][NH:17][CH:18]=1)[CH2:9][CH2:8]3.C(=O)([O-])[O-].[K+].[K+].F[C:36]1[C:41]([F:42])=[CH:40][CH:39]=[CH:38][N:37]=1.C(Cl)Cl.